This data is from Full USPTO retrosynthesis dataset with 1.9M reactions from patents (1976-2016). The task is: Predict the reactants needed to synthesize the given product. (1) Given the product [I:22][C:3]1[CH:2]=[CH:7][C:6]([NH:8][C:9]2[CH:17]=[CH:16][CH:15]=[CH:14][C:10]=2[C:11]([OH:13])=[O:12])=[C:5]([C:18]([O:20][CH3:21])=[O:19])[CH:4]=1, predict the reactants needed to synthesize it. The reactants are: I[C:2]1[CH:3]=[CH:4][C:5]([C:18]([O:20][CH3:21])=[O:19])=[C:6]([NH:8][C:9]2[CH:17]=[CH:16][CH:15]=[CH:14][C:10]=2[C:11]([OH:13])=[O:12])[CH:7]=1.[I:22]C1C=C(C(OC)=O)C(N)=CC=1.[K+].[Br-].C(N(CC)CCNC(C1C2NC3C(=CC=CC=3)C(=O)C=2C(I)=CC=1)=O)C. (2) Given the product [CH3:24][N:12]([CH2:11][C:5]1[C:4]2[C:8](=[CH:9][CH:10]=[C:2]([OH:1])[CH:3]=2)[NH:7][N:6]=1)[CH2:13][CH2:14][NH:15][CH3:16].[ClH:25], predict the reactants needed to synthesize it. The reactants are: [OH:1][C:2]1[CH:3]=[C:4]2[C:8](=[CH:9][CH:10]=1)[NH:7][N:6]=[C:5]2[CH2:11][N:12]([CH3:24])[CH2:13][CH2:14][N:15](C)[C:16](=O)OC(C)(C)C.[ClH:25]. (3) Given the product [Br:1][C:2]1[CH:7]=[CH:6][C:5]([C:8]2[N:14]=[N:15][NH:16][CH:9]=2)=[CH:4][CH:3]=1, predict the reactants needed to synthesize it. The reactants are: [Br:1][C:2]1[CH:7]=[CH:6][C:5]([C:8]#[CH:9])=[CH:4][CH:3]=1.C[Si]([N:14]=[N+:15]=[N-:16])(C)C.O=C1O[C@H]([C@H](CO)O)C([O-])=C1O.[Na+]. (4) Given the product [CH2:1]([O:3][C:4]([C@H:6]1[CH2:7][C@H:8]([CH2:10][C:11]([OH:25])=[O:12])[CH2:9]1)=[O:5])[CH3:2], predict the reactants needed to synthesize it. The reactants are: [CH2:1]([O:3][C:4]([C@H:6]1[CH2:9][C@H:8]([CH2:10][CH2:11][OH:12])[CH2:7]1)=[O:5])[CH3:2].CC1(C)N([O])C(C)(C)CCC1.Cl([O-])=[O:25].[Na+].Cl[O-].[Na+].S([O-])([O-])=O.[Na+].[Na+].S([O-])(O)(=O)=O.[K+]. (5) Given the product [C:35]([CH2:34][CH2:33][C:21]1[C:20]([CH2:19][CH2:18][CH2:17][CH2:16][CH2:15][C:14]#[C:13][C:4]2[CH:3]=[C:2]([C:39]3[CH:44]=[CH:43][CH:42]=[CH:41][CH:40]=3)[CH:7]=[C:6]([C:8](=[O:12])[N:9]([CH3:11])[CH3:10])[CH:5]=2)=[CH:32][CH:31]=[CH:30][C:22]=1[O:23][CH2:24][CH2:25][CH2:26][C:27]([OH:29])=[O:28])([OH:37])=[O:36], predict the reactants needed to synthesize it. The reactants are: Br[C:2]1[CH:3]=[C:4]([C:13]#[C:14][CH2:15][CH2:16][CH2:17][CH2:18][CH2:19][C:20]2[C:21]([CH2:33][CH2:34][C:35]([OH:37])=[O:36])=[C:22]([CH:30]=[CH:31][CH:32]=2)[O:23][CH2:24][CH2:25][CH2:26][C:27]([OH:29])=[O:28])[CH:5]=[C:6]([C:8](=[O:12])[N:9]([CH3:11])[CH3:10])[CH:7]=1.O.[C:39]1(B(O)O)[CH:44]=[CH:43][CH:42]=[CH:41][CH:40]=1.C(=O)([O-])[O-].[K+].[K+]. (6) Given the product [Cl:3][CH2:4][C:5]([N:25]1[CH2:24][CH2:23][C:22]([C:19]2[CH:18]=[CH:17][C:16]([C:13]3[N:14]=[CH:15][N:11]([CH3:10])[N:12]=3)=[CH:21][N:20]=2)=[CH:27][CH2:26]1)=[O:6], predict the reactants needed to synthesize it. The reactants are: [OH-].[Na+].[Cl:3][CH2:4][C:5](Cl)=[O:6].Cl.Cl.[CH3:10][N:11]1[CH:15]=[N:14][C:13]([C:16]2[CH:17]=[CH:18][C:19]([C:22]3[CH2:23][CH2:24][NH:25][CH2:26][CH:27]=3)=[N:20][CH:21]=2)=[N:12]1. (7) Given the product [N+:1]([C:4]1[CH:8]=[CH:7][N:6]([S:28]([CH2:27][CH2:26][C:20]2[CH:25]=[CH:24][CH:23]=[CH:22][CH:21]=2)(=[O:30])=[O:29])[CH:5]=1)([O-:3])=[O:2], predict the reactants needed to synthesize it. The reactants are: [N+:1]([C:4]1[CH:8]=[CH:7][NH:6][CH:5]=1)([O-:3])=[O:2].C1CCN2C(=NCCC2)CC1.[C:20]1([CH2:26][CH2:27][S:28](Cl)(=[O:30])=[O:29])[CH:25]=[CH:24][CH:23]=[CH:22][CH:21]=1.